From a dataset of Forward reaction prediction with 1.9M reactions from USPTO patents (1976-2016). Predict the product of the given reaction. (1) The product is: [Cl:3][C:4]1[CH:5]=[N:6][C:7]([N:10]2[CH2:15][CH2:14][CH:13]([C@H:16]3[CH2:18][C@H:17]3[CH2:19][CH2:20][O:21][C:23]3[CH:28]=[CH:27][C:26]([N:29]4[CH:33]=[CH:32][N:31]=[N:30]4)=[CH:25][N:24]=3)[CH2:12][CH2:11]2)=[N:8][CH:9]=1. Given the reactants [H-].[Na+].[Cl:3][C:4]1[CH:5]=[N:6][C:7]([N:10]2[CH2:15][CH2:14][CH:13]([C@H:16]3[CH2:18][C@H:17]3[CH2:19][CH2:20][OH:21])[CH2:12][CH2:11]2)=[N:8][CH:9]=1.F[C:23]1[CH:28]=[CH:27][C:26]([N:29]2[CH:33]=[CH:32][N:31]=[N:30]2)=[CH:25][N:24]=1, predict the reaction product. (2) Given the reactants [C:1]([NH:4][C:5]1[N:9]([C:10]2[CH:15]=[C:14]([S:16][CH2:17][C:18]([F:21])([F:20])[F:19])[C:13]([CH3:22])=[CH:12][C:11]=2[F:23])[N:8]=[C:7]([O:24][CH2:25][C:26]([F:38])([F:37])[C:27]([F:36])([F:35])[C:28]([F:34])([F:33])[C:29]([F:32])([F:31])[F:30])[CH:6]=1)(=[O:3])[CH3:2].ClC1C=CC=C(C(OO)=[O:47])C=1, predict the reaction product. The product is: [C:1]([NH:4][C:5]1[N:9]([C:10]2[CH:15]=[C:14]([S:16]([CH2:17][C:18]([F:21])([F:20])[F:19])=[O:47])[C:13]([CH3:22])=[CH:12][C:11]=2[F:23])[N:8]=[C:7]([O:24][CH2:25][C:26]([F:37])([F:38])[C:27]([F:35])([F:36])[C:28]([F:34])([F:33])[C:29]([F:30])([F:31])[F:32])[CH:6]=1)(=[O:3])[CH3:2]. (3) Given the reactants [C:1]1([C:7]2[O:11][C:10]([CH2:12][CH2:13][C:14]([OH:16])=O)=[N:9][N:8]=2)[CH:6]=[CH:5][CH:4]=[CH:3][CH:2]=1.[CH2:17]([N:22]1[C:30]2[N:29]=[CH:28][NH:27][C:26]=2[C:25](=[O:31])[NH:24]/[C:23]/1=[N:32]\[NH2:33])[CH2:18][CH2:19][CH2:20][CH3:21].F[P-](F)(F)(F)(F)F.N1(O[P+](N(C)C)(N(C)C)N(C)C)C2C=CC=CC=2N=N1.C(N(CC)C(C)C)(C)C, predict the reaction product. The product is: [O:31]=[C:25]1[NH:24]/[C:23](=[N:32]\[NH:33][C:14](=[O:16])[CH2:13][CH2:12][C:10]2[O:11][C:7]([C:1]3[CH:2]=[CH:3][CH:4]=[CH:5][CH:6]=3)=[N:8][N:9]=2)/[N:22]([CH2:17][CH2:18][CH2:19][CH2:20][CH3:21])[C:30]2[N:29]=[CH:28][NH:27][C:26]1=2. (4) Given the reactants [C:1]1([Mg]Br)[C:10]2[C:5](=[CH:6][CH:7]=[CH:8][CH:9]=2)[CH:4]=[CH:3][CH:2]=1.[N:13]1[C:22]2[C:17](=[CH:18][CH:19]=[CH:20][C:21]=2OS(C(C(C(C(F)(F)F)(F)F)(F)F)(F)F)(=O)=O)[CH:16]=[CH:15][CH:14]=1, predict the reaction product. The product is: [C:1]1([C:21]2[CH:20]=[CH:19][CH:18]=[C:17]3[C:22]=2[N:13]=[CH:14][CH:15]=[CH:16]3)[C:10]2[C:5](=[CH:6][CH:7]=[CH:8][CH:9]=2)[CH:4]=[CH:3][CH:2]=1.